From a dataset of Forward reaction prediction with 1.9M reactions from USPTO patents (1976-2016). Predict the product of the given reaction. (1) Given the reactants C(=O)([O-])[O-].[Cs+].[Cs+].N1C2C(=CC=C3C=2N=CC=C3)C=CC=1.[CH:21]([C:24]1[CH:29]=[CH:28][C:27]([CH2:30][OH:31])=[CH:26][CH:25]=1)([CH3:23])[CH3:22].Br[C:33]1[C:34]([NH2:39])=[N:35][CH:36]=[CH:37][CH:38]=1, predict the reaction product. The product is: [CH3:22][CH:21]([C:24]1[CH:29]=[CH:28][C:27]([CH2:30][O:31][C:33]2[C:34]([NH2:39])=[N:35][CH:36]=[CH:37][CH:38]=2)=[CH:26][CH:25]=1)[CH3:23]. (2) Given the reactants [NH2:1][C:2]1[CH:7]=[C:6]([CH3:8])[CH:5]=[C:4]([CH3:9])[C:3]=1[OH:10].C(OCC)(=O)C.C(=O)([O-])O.[Na+].[Br:22][CH:23]([CH2:27][CH2:28][CH2:29][CH3:30])[C:24](Br)=[O:25], predict the reaction product. The product is: [Br:22][CH:23]([CH2:27][CH2:28][CH2:29][CH3:30])[C:24]([NH:1][C:2]1[CH:7]=[C:6]([CH3:8])[CH:5]=[C:4]([CH3:9])[C:3]=1[OH:10])=[O:25]. (3) Given the reactants [CH3:1][O:2][C:3]([C:5]1[CH:14]=[CH:13][C:12]2[C:7](=[N:8][CH:9]=[CH:10][CH:11]=2)[N:6]=1)=[O:4], predict the reaction product. The product is: [CH3:1][O:2][C:3]([CH:5]1[CH2:14][CH2:13][C:12]2[C:11](=[CH:10][CH:9]=[N:8][CH:7]=2)[NH:6]1)=[O:4]. (4) The product is: [C:30]([O:29][C:27](=[O:28])[N:15]([CH2:14][C:11]1[CH:12]=[CH:13][C:8]([C:4]2[C:3](=[O:2])[N:47]=[C:45]3[NH:46][C:42]([C:39]4[CH:38]=[CH:37][C:36]([Br:35])=[CH:41][CH:40]=4)=[CH:43][N:44]3[CH:5]=2)=[CH:9][CH:10]=1)[CH2:16][CH2:17][CH2:18][NH:19][C:20]([O:22][C:23]([CH3:25])([CH3:26])[CH3:24])=[O:21])([CH3:32])([CH3:31])[CH3:33]. Given the reactants C[O:2][C:3](=O)[C:4]([C:8]1[CH:13]=[CH:12][C:11]([CH2:14][N:15]([C:27]([O:29][C:30]([CH3:33])([CH3:32])[CH3:31])=[O:28])[CH2:16][CH2:17][CH2:18][NH:19][C:20]([O:22][C:23]([CH3:26])([CH3:25])[CH3:24])=[O:21])=[CH:10][CH:9]=1)=[CH:5]OC.[Br:35][C:36]1[CH:41]=[CH:40][C:39]([C:42]2[NH:46][C:45]([NH2:47])=[N:44][CH:43]=2)=[CH:38][CH:37]=1.C[O-].[Na+], predict the reaction product. (5) Given the reactants C[O:2][C:3](=[O:12])[C:4]1[CH:9]=[CH:8][CH:7]=[C:6]([CH2:10]Br)[CH:5]=1.[Cl:13][C:14]1[CH:15]=[C:16]([C@@H:21]2[C@:23]3([C:31]4[C:26](=[CH:27][CH:28]=[CH:29][CH:30]=4)[NH:25][C:24]3=[O:32])[CH2:22]2)[CH:17]=[CH:18][C:19]=1[F:20], predict the reaction product. The product is: [Cl:13][C:14]1[CH:15]=[C:16]([C@@H:21]2[C@:23]3([C:31]4[C:26](=[CH:27][CH:28]=[CH:29][CH:30]=4)[N:25]([CH2:10][C:6]4[CH:5]=[C:4]([CH:9]=[CH:8][CH:7]=4)[C:3]([OH:2])=[O:12])[C:24]3=[O:32])[CH2:22]2)[CH:17]=[CH:18][C:19]=1[F:20]. (6) Given the reactants [C:1]1([S:7]([C:10]2[CH:19]=[C:18]3[C:13]([CH:14](O)[CH2:15][CH2:16][O:17]3)=[CH:12][CH:11]=2)(=[O:9])=[O:8])[CH:6]=[CH:5][CH:4]=[CH:3][CH:2]=1.S(Cl)([Cl:23])=O, predict the reaction product. The product is: [C:1]1([S:7]([C:10]2[CH:19]=[C:18]3[C:13]([CH:14]([Cl:23])[CH2:15][CH2:16][O:17]3)=[CH:12][CH:11]=2)(=[O:9])=[O:8])[CH:6]=[CH:5][CH:4]=[CH:3][CH:2]=1. (7) Given the reactants F[C:2]1[C:3]([F:12])=[C:4]([CH:9]=[CH:10][N:11]=1)[C:5]([NH:7][CH3:8])=[O:6].[CH3:13][O:14][C:15]1[CH:22]=[CH:21][C:18]([CH2:19][NH2:20])=[CH:17][CH:16]=1.C(=O)([O-])[O-].[K+].[K+].O, predict the reaction product. The product is: [F:12][C:3]1[C:2]([NH:20][CH2:19][C:18]2[CH:21]=[CH:22][C:15]([O:14][CH3:13])=[CH:16][CH:17]=2)=[N:11][CH:10]=[CH:9][C:4]=1[C:5]([NH:7][CH3:8])=[O:6]. (8) Given the reactants C1C2C(C[O:15][C:16](NOCC(O)=O)=[O:17])C3C(=CC=CC=3)C=2C=CC=1.O.[OH:25][C:26]1[C:34]2N=NNC=2C=C[CH:27]=1.[CH2:47]1CC[CH:44]([N:43]=C=[N:43][CH:44]2[CH2:49][CH2:48][CH2:47]CC2)[CH2:49][CH2:48]1.[CH3:50]C#N.C[N:54]([CH:56]=[O:57])[CH3:55], predict the reaction product. The product is: [C:26]([O:25][C:56]([NH:54][C@H:55]([C:16]([OH:17])=[O:15])[CH2:47][CH2:48][CH2:49][CH2:44][NH2:43])=[O:57])([CH3:34])([CH3:50])[CH3:27]. (9) Given the reactants [CH3:1][O:2][CH2:3][C@H:4]([CH3:36])[O:5][C:6]1[CH:7]=[C:8]([C:23]2[NH:27][C:26]([C:28]([NH:30][CH2:31][C:32]([O:34][CH3:35])=O)=[O:29])=[CH:25][CH:24]=2)[CH:9]=[C:10]([O:12][C:13]2[CH:18]=[CH:17][C:16]([S:19]([CH3:22])(=[O:21])=[O:20])=[CH:15][CH:14]=2)[CH:11]=1.C1(P(C2C=CC=CC=2)C2C=CC=CC=2)C=CC=CC=1.C(N(CC)CC)C.C(Cl)(Cl)(Cl)Cl, predict the reaction product. The product is: [CH3:35][O:34][C:32]1[O:29][C:28]([C:26]2[NH:27][C:23]([C:8]3[CH:9]=[C:10]([O:12][C:13]4[CH:18]=[CH:17][C:16]([S:19]([CH3:22])(=[O:20])=[O:21])=[CH:15][CH:14]=4)[CH:11]=[C:6]([O:5][C@@H:4]([CH3:36])[CH2:3][O:2][CH3:1])[CH:7]=3)=[CH:24][CH:25]=2)=[N:30][CH:31]=1.